From a dataset of NCI-60 drug combinations with 297,098 pairs across 59 cell lines. Regression. Given two drug SMILES strings and cell line genomic features, predict the synergy score measuring deviation from expected non-interaction effect. (1) Drug 1: C1CNP(=O)(OC1)N(CCCl)CCCl. Drug 2: C(CCl)NC(=O)N(CCCl)N=O. Cell line: SF-268. Synergy scores: CSS=20.5, Synergy_ZIP=-3.07, Synergy_Bliss=-1.46, Synergy_Loewe=-4.60, Synergy_HSA=2.34. (2) Drug 1: C1=CC(=CC=C1CCCC(=O)O)N(CCCl)CCCl. Drug 2: C1CNP(=O)(OC1)N(CCCl)CCCl. Cell line: DU-145. Synergy scores: CSS=34.1, Synergy_ZIP=2.47, Synergy_Bliss=-1.98, Synergy_Loewe=-21.1, Synergy_HSA=-2.48.